This data is from Forward reaction prediction with 1.9M reactions from USPTO patents (1976-2016). The task is: Predict the product of the given reaction. The product is: [Cl:1][C:2]1[CH:3]=[C:4]2[C:12](=[C:13]([N+:16]([O-:18])=[O:17])[C:14]=1[S:24][CH2:23][CH2:22][N:21]([CH3:25])[CH3:20])[NH:11][C:10]1[CH:9]=[N:8][CH:7]=[CH:6][C:5]2=1. Given the reactants [Cl:1][C:2]1[CH:3]=[C:4]2[C:12](=[C:13]([N+:16]([O-:18])=[O:17])[C:14]=1F)[NH:11][C:10]1[CH:9]=[N:8][CH:7]=[CH:6][C:5]2=1.Cl.[CH3:20][N:21]([CH3:25])[CH2:22][CH2:23][SH:24].C([Li])CCC.O, predict the reaction product.